Dataset: Hepatocyte clearance measurements from AstraZeneca. Task: Regression/Classification. Given a drug SMILES string, predict its absorption, distribution, metabolism, or excretion properties. Task type varies by dataset: regression for continuous measurements (e.g., permeability, clearance, half-life) or binary classification for categorical outcomes (e.g., BBB penetration, CYP inhibition). For this dataset (clearance_hepatocyte_az), we predict log10(clearance) (log10 of the in vitro intrinsic clearance, CLint, in uL/min per 10^6 hepatocytes; values are censored to the assay range of 3 to 150, which is 0.477 to 2.18 on this log10 scale). (1) The compound is C[C@@H](NCc1ccccc1-c1ccc(CCNC[C@H](O)c2ccc(O)c3[nH]c(=O)sc23)cc1)c1ccccc1. The log10(clearance) is 2.03. (2) The log10(clearance) is 1.00. The drug is COCCC(C)n1nc(C)c(C(=O)N[C@@H](C)C(C)(C)C)c1NS(=O)(=O)c1ccc(C)cc1.